This data is from Catalyst prediction with 721,799 reactions and 888 catalyst types from USPTO. The task is: Predict which catalyst facilitates the given reaction. (1) Reactant: Cl.[Cl:2][C:3]1[CH:4]=[C:5]2[C:9](=[CH:10][CH:11]=1)[NH:8][CH:7]=[C:6]2[CH2:12][CH2:13][NH2:14].C1CN([P+](ON2N=NC3C=CC=CC2=3)(N2CCCC2)N2CCCC2)CC1.F[P-](F)(F)(F)(F)F.[CH3:48][O:49][C:50]1[CH:55]=[CH:54][C:53]([N:56]2[CH2:60][CH2:59][CH:58]([C:61](O)=[O:62])[C:57]2=[O:64])=[CH:52][CH:51]=1. Product: [Cl:2][C:3]1[CH:4]=[C:5]2[C:9](=[CH:10][CH:11]=1)[NH:8][CH:7]=[C:6]2[CH2:12][CH2:13][NH:14][C:61]([CH:58]1[CH2:59][CH2:60][N:56]([C:53]2[CH:54]=[CH:55][C:50]([O:49][CH3:48])=[CH:51][CH:52]=2)[C:57]1=[O:64])=[O:62]. The catalyst class is: 3. (2) Reactant: Cl.C[O:3][C:4]1[CH:13]=[C:12]([O:14][CH3:15])[CH:11]=[C:10]2[C:5]=1[C:6]([NH:16][C:17]1[CH:21]=[C:20]([CH2:22][C:23]([NH:25][C:26]3[CH:31]=[CH:30][CH:29]=[C:28]([F:32])[CH:27]=3)=[O:24])[NH:19][N:18]=1)=[N:7][CH:8]=[N:9]2.Cl.N1C=CC=CC=1.O.N. Product: [F:32][C:28]1[CH:27]=[C:26]([NH:25][C:23](=[O:24])[CH2:22][C:20]2[NH:19][N:18]=[C:17]([NH:16][C:6]3[C:5]4[C:10](=[CH:11][C:12]([O:14][CH3:15])=[CH:13][C:4]=4[OH:3])[N:9]=[CH:8][N:7]=3)[CH:21]=2)[CH:31]=[CH:30][CH:29]=1. The catalyst class is: 17. (3) Reactant: C[Al](C)C.C1(C)C=CC=CC=1.[NH2:12][C:13]1([CH2:29][O:30][CH:31]([CH:34]2[CH2:39][CH2:38][CH2:37][CH2:36][CH2:35]2)[C:32]#[N:33])[C:26]2[CH:25]=[C:24]([Cl:27])[N:23]=[CH:22][C:21]=2[O:20][C:19]2[C:14]1=[CH:15][C:16]([Br:28])=[CH:17][CH:18]=2.Cl. Product: [Br:28][C:16]1[CH:15]=[C:14]2[C:13]3([N:12]=[C:32]([NH2:33])[CH:31]([CH:34]4[CH2:39][CH2:38][CH2:37][CH2:36][CH2:35]4)[O:30][CH2:29]3)[C:26]3[CH:25]=[C:24]([Cl:27])[N:23]=[CH:22][C:21]=3[O:20][C:19]2=[CH:18][CH:17]=1. The catalyst class is: 279. (4) Reactant: [Cl-].O[NH3+:3].[C:4](=[O:7])([O-])[OH:5].[Na+].CS(C)=O.[CH2:13]([C:17]1[N:18]=[C:19]([CH3:45])[N:20]([CH2:39][CH:40]2[CH2:44][CH2:43][CH2:42][O:41]2)[C:21](=[O:38])[C:22]=1[CH2:23][C:24]1[CH:29]=[CH:28][C:27]([C:30]2[C:31]([C:36]#[N:37])=[CH:32][CH:33]=[CH:34][CH:35]=2)=[CH:26][CH:25]=1)[CH2:14][CH2:15][CH3:16]. Product: [CH2:13]([C:17]1[N:18]=[C:19]([CH3:45])[N:20]([CH2:39][CH:40]2[CH2:44][CH2:43][CH2:42][O:41]2)[C:21](=[O:38])[C:22]=1[CH2:23][C:24]1[CH:25]=[CH:26][C:27]([C:30]2[CH:35]=[CH:34][CH:33]=[CH:32][C:31]=2[C:36]2[NH:3][C:4](=[O:7])[O:5][N:37]=2)=[CH:28][CH:29]=1)[CH2:14][CH2:15][CH3:16]. The catalyst class is: 13.